From a dataset of Reaction yield outcomes from USPTO patents with 853,638 reactions. Predict the reaction yield, written as a fraction of the theoretical maximum amount of product (1.0 means a 100% yield; for example, 0.34 means a 34% yield). (1) The reactants are [NH2:1][CH2:2][C:3](N)([CH3:5])[CH3:4].O[C:8]1([C:13]#[N:14])[CH2:12][CH2:11][CH2:10][CH2:9]1.[OH2:15]. No catalyst specified. The product is [CH3:4][C:3]1([CH3:5])[NH:14][C:13](=[O:15])[C:8]2([CH2:12][CH2:11][CH2:10][CH2:9]2)[NH:1][CH2:2]1. The yield is 0.900. (2) The reactants are [CH3:1][O:2][C:3]1[CH:8]=[CH:7][CH:6]=[CH:5][C:4]=1[C:9]1[C:17]2[C:12](=[N:13][CH:14]=[C:15](B3OC(C)(C)C(C)(C)O3)[CH:16]=2)[N:11]([CH2:27][O:28][CH2:29][CH2:30][Si:31]([CH3:34])([CH3:33])[CH3:32])[N:10]=1.Br[C:36]1[CH:37]=[CH:38][C:39]([OH:50])=[C:40]([C:42]([N:44]2[CH2:49][CH2:48][O:47][CH2:46][CH2:45]2)=[O:43])[CH:41]=1.C(=O)([O-])[O-].[Na+].[Na+].C(=O)(O)[O-].[Na+]. The yield is 0.300. The product is [OH:50][C:39]1[CH:38]=[CH:37][C:36]([C:15]2[CH:16]=[C:17]3[C:9]([C:4]4[CH:5]=[CH:6][CH:7]=[CH:8][C:3]=4[O:2][CH3:1])=[N:10][N:11]([CH2:27][O:28][CH2:29][CH2:30][Si:31]([CH3:33])([CH3:34])[CH3:32])[C:12]3=[N:13][CH:14]=2)=[CH:41][C:40]=1[C:42]([N:44]1[CH2:45][CH2:46][O:47][CH2:48][CH2:49]1)=[O:43]. The catalyst is C(#N)C.ClCCl. (3) The product is [C:12]([O:16][C:17]([N:19]1[CH2:23][CH2:22][CH2:21][CH:20]1[C:24](=[O:42])[CH:25]([CH2:34][CH2:35][C:36]1[CH:37]=[CH:38][CH:39]=[CH:40][CH:41]=1)[CH2:26][CH2:27][C:28]1[CH:33]=[CH:32][CH:31]=[CH:30][CH:29]=1)=[O:18])([CH3:15])([CH3:13])[CH3:14]. The yield is 0.762. The catalyst is C(Cl)Cl. The reactants are [Cr](Cl)([O-])(=O)=O.[NH+]1C=CC=CC=1.[C:12]([O:16][C:17]([N:19]1[CH2:23][CH2:22][CH2:21][CH:20]1[CH:24]([OH:42])[CH:25]([CH2:34][CH2:35][C:36]1[CH:41]=[CH:40][CH:39]=[CH:38][CH:37]=1)[CH2:26][CH2:27][C:28]1[CH:33]=[CH:32][CH:31]=[CH:30][CH:29]=1)=[O:18])([CH3:15])([CH3:14])[CH3:13]. (4) The reactants are [C:1]([O:5][C:6]([N:8]1[CH2:12][CH:11]([CH2:13][CH3:14])[CH2:10][C@H:9]1[C:15]([OH:17])=[O:16])=[O:7])([CH3:4])([CH3:3])[CH3:2].[CH:18]1[CH:23]=[CH:22][C:21]([CH2:24]Br)=[CH:20][CH:19]=1. The yield is 0.740. The catalyst is C1COCC1. The product is [CH2:13]([CH:11]1[CH2:12][N:8]([C:6]([O:5][C:1]([CH3:2])([CH3:3])[CH3:4])=[O:7])[C@H:9]([C:15]([O:17][CH2:24][C:21]2[CH:22]=[CH:23][CH:18]=[CH:19][CH:20]=2)=[O:16])[CH2:10]1)[CH3:14]. (5) The reactants are [F:1][C:2]1[CH:33]=[CH:32][C:5]([C:6](/[N:8]=[C:9]2\[NH:10][C:11]3[CH:29]=[CH:28][C:27]([CH2:30][OH:31])=[CH:26][C:12]=3[N:13]\2[C@H:14]2[CH2:19][CH2:18][C@@H:17]([C:20](=[O:25])[NH:21][CH:22]([CH3:24])[CH3:23])[CH2:16][CH2:15]2)=[O:7])=[CH:4][CH:3]=1.S(Cl)(Cl)=O.[CH3:38][O-].[Na+]. The catalyst is C(Cl)Cl. The product is [F:1][C:2]1[CH:3]=[CH:4][C:5]([C:6](/[N:8]=[C:9]2\[NH:10][C:11]3[CH:29]=[CH:28][C:27]([CH2:30][O:31][CH3:38])=[CH:26][C:12]=3[N:13]\2[C@H:14]2[CH2:19][CH2:18][C@@H:17]([C:20](=[O:25])[NH:21][CH:22]([CH3:23])[CH3:24])[CH2:16][CH2:15]2)=[O:7])=[CH:32][CH:33]=1. The yield is 0.436.